From a dataset of Catalyst prediction with 721,799 reactions and 888 catalyst types from USPTO. Predict which catalyst facilitates the given reaction. (1) Product: [O:16]1[CH:20]=[CH:19][N:18]=[C:17]1[CH2:21][NH:22][C:6]1[N:11]=[CH:10][C:9]([C:12](=[O:14])[CH3:13])=[CH:8][CH:7]=1. The catalyst class is: 6. Reactant: CC(O)C.F[C:6]1[N:11]=[CH:10][C:9]([C:12](=[O:14])[CH3:13])=[CH:8][CH:7]=1.Cl.[O:16]1[CH:20]=[CH:19][N:18]=[C:17]1[CH2:21][NH2:22].C(N(CC)C(C)C)(C)C. (2) Reactant: [F:1][C:2]1[CH:3]=[C:4]([NH:8][C:9]2[N:14]=[C:13]([NH:15][CH2:16][CH2:17][CH3:18])[C:12]([C:19]#[C:20][C:21]3[CH:22]=[C:23]([NH:27][C:28](=[O:33])[C@@H:29]([NH:31][CH3:32])[CH3:30])[CH:24]=[CH:25][CH:26]=3)=[CH:11][N:10]=2)[CH:5]=[CH:6][CH:7]=1.Cl.[CH3:35][N:36]([CH3:43])[CH2:37]/[CH:38]=[CH:39]/[C:40](O)=[O:41].Cl.C(N=C=NCCCN(C)C)C.C(N(CC)C(C)C)(C)C.C(=O)([O-])O.[Na+]. Product: [CH3:35][N:36]([CH3:43])[CH2:37]/[CH:38]=[CH:39]/[C:40]([N:31]([C@@H:29]([CH3:30])[C:28]([NH:27][C:23]1[CH:24]=[CH:25][CH:26]=[C:21]([C:20]#[C:19][C:12]2[C:13]([NH:15][CH2:16][CH2:17][CH3:18])=[N:14][C:9]([NH:8][C:4]3[CH:5]=[CH:6][CH:7]=[C:2]([F:1])[CH:3]=3)=[N:10][CH:11]=2)[CH:22]=1)=[O:33])[CH3:32])=[O:41]. The catalyst class is: 434. (3) Reactant: [Br:1][C:2]1[C:3]([CH2:8][NH:9][C:10](=O)[C:11]2[CH:16]=[CH:15][C:14]([F:17])=[CH:13][CH:12]=2)=[N:4][CH:5]=[CH:6][CH:7]=1.O.C(=O)([O-])[O-].[K+].[K+]. Product: [Br:1][C:2]1[C:3]2[N:4]([C:10]([C:11]3[CH:16]=[CH:15][C:14]([F:17])=[CH:13][CH:12]=3)=[N:9][CH:8]=2)[CH:5]=[CH:6][CH:7]=1. The catalyst class is: 265.